This data is from Catalyst prediction with 721,799 reactions and 888 catalyst types from USPTO. The task is: Predict which catalyst facilitates the given reaction. (1) Reactant: [CH3:1][O:2][C:3]1[CH:8]=[CH:7][C:6]([S:9](Cl)(=[O:11])=[O:10])=[CH:5][C:4]=1[N+:13]([O-:15])=[O:14].[NH:16]1[CH2:20][CH2:19][CH2:18][CH2:17]1. Product: [CH3:1][O:2][C:3]1[CH:8]=[CH:7][C:6]([S:9]([N:16]2[CH2:20][CH2:19][CH2:18][CH2:17]2)(=[O:11])=[O:10])=[CH:5][C:4]=1[N+:13]([O-:15])=[O:14]. The catalyst class is: 17. (2) Reactant: [CH3:1][O:2][C:3]1[CH:4]=[C:5]([CH:7]=[CH:8][C:9]=1[O:10][CH3:11])[NH2:6].[Br:12][C:13]1[CH:14]=[C:15]([S:19](Cl)(=[O:21])=[O:20])[CH:16]=[CH:17][CH:18]=1.CCN(CC)CC.O. The catalyst class is: 1. Product: [Br:12][C:13]1[CH:14]=[C:15]([S:19]([NH:6][C:5]2[CH:7]=[CH:8][C:9]([O:10][CH3:11])=[C:3]([O:2][CH3:1])[CH:4]=2)(=[O:21])=[O:20])[CH:16]=[CH:17][CH:18]=1. (3) Product: [N:21]([CH2:6][C@H:7]1[CH2:12][CH2:11][CH2:10][CH2:9][C@@H:8]1[NH:13][C:14](=[O:20])[O:15][C:16]([CH3:19])([CH3:18])[CH3:17])=[N+:22]=[N-:23]. The catalyst class is: 3. Reactant: CS(O[CH2:6][C@H:7]1[CH2:12][CH2:11][CH2:10][CH2:9][C@@H:8]1[NH:13][C:14](=[O:20])[O:15][C:16]([CH3:19])([CH3:18])[CH3:17])(=O)=O.[N-:21]=[N+:22]=[N-:23].[Na+]. (4) Reactant: [NH2:1][C:2]1[C:6]([CH3:7])=[CH:5][S:4][C:3]=1[C:8]([O:10]C)=O.[C:12]([C:14]([O:16][CH2:17][CH3:18])=[O:15])#[N:13].Cl. Product: [CH3:7][C:6]1[C:2]2[N:1]=[C:12]([C:14]([O:16][CH2:17][CH3:18])=[O:15])[NH:13][C:8](=[O:10])[C:3]=2[S:4][CH:5]=1. The catalyst class is: 15. (5) The catalyst class is: 2. Product: [O:28]1[C:32]2([CH2:33][CH2:34][CH:35]([C:38]3[CH:43]=[CH:42][C:41]([CH2:44][O:1][C:2]4[CH:7]=[CH:6][CH:5]=[CH:4][C:3]=4[C:8]4[N:13]=[C:12]([N:14]5[C:18]([C:19]([F:22])([F:21])[F:20])=[C:17]([C:23]([O:25][CH2:26][CH3:27])=[O:24])[CH:16]=[N:15]5)[CH:11]=[CH:10][CH:9]=4)=[CH:40][CH:39]=3)[CH2:36][CH2:37]2)[O:31][CH2:30][CH2:29]1. Reactant: [OH:1][C:2]1[CH:7]=[CH:6][CH:5]=[CH:4][C:3]=1[C:8]1[N:13]=[C:12]([N:14]2[C:18]([C:19]([F:22])([F:21])[F:20])=[C:17]([C:23]([O:25][CH2:26][CH3:27])=[O:24])[CH:16]=[N:15]2)[CH:11]=[CH:10][CH:9]=1.[O:28]1[C:32]2([CH2:37][CH2:36][CH:35]([C:38]3[CH:43]=[CH:42][C:41]([CH2:44]O)=[CH:40][CH:39]=3)[CH2:34][CH2:33]2)[O:31][CH2:30][CH2:29]1.C1(P(C2C=CC=CC=2)C2C=CC=CC=2)C=CC=CC=1.N(C(OC(C)C)=O)=NC(OC(C)C)=O. (6) Reactant: [Br:1][C:2]1[CH:13]=[C:12]([N+:14]([O-])=O)[C:5]([O:6][CH2:7][C:8](OC)=[O:9])=[C:4]([F:17])[CH:3]=1. Product: [Br:1][C:2]1[CH:3]=[C:4]([F:17])[C:5]2[O:6][CH2:7][C:8](=[O:9])[NH:14][C:12]=2[CH:13]=1. The catalyst class is: 183. (7) Reactant: [O:1]1[C:6]2([CH2:11][CH2:10][NH:9][CH2:8][CH2:7]2)[CH2:5][NH:4][C:3](=[O:12])[CH2:2]1.[CH:13]1([N:18]2[C:22]3[N:23]=[C:24]([NH:27][C:28]4[N:33]=[N:32][C:31](Cl)=[CH:30][CH:29]=4)[N:25]=[CH:26][C:21]=3[C:20]3[CH:35]=[CH:36][N:37]=[CH:38][C:19]2=3)[CH2:17][CH2:16][CH2:15][CH2:14]1.C(N(CC)C(C)C)(C)C. Product: [CH:13]1([N:18]2[C:22]3[N:23]=[C:24]([NH:27][C:28]4[N:33]=[N:32][C:31]([N:9]5[CH2:8][CH2:7][C:6]6([O:1][CH2:2][C:3](=[O:12])[NH:4][CH2:5]6)[CH2:11][CH2:10]5)=[CH:30][CH:29]=4)[N:25]=[CH:26][C:21]=3[C:20]3[CH:35]=[CH:36][N:37]=[CH:38][C:19]2=3)[CH2:14][CH2:15][CH2:16][CH2:17]1. The catalyst class is: 60. (8) Product: [F:32][C:33]1[CH:34]=[C:35]([C:39]2[CH:40]=[CH:41][C:42]([CH2:45][N:46]3[CH2:51][CH2:50][N:49]([C:5]([O:20][CH:15]([C:16]([F:19])([F:18])[F:17])[C:14]([F:22])([F:21])[F:13])=[O:11])[CH2:48][CH2:47]3)=[N:43][CH:44]=2)[CH:36]=[CH:37][CH:38]=1. Reactant: ClC(Cl)(O[C:5](=[O:11])OC(Cl)(Cl)Cl)Cl.[F:13][C:14]([F:22])([F:21])[CH:15]([OH:20])[C:16]([F:19])([F:18])[F:17].C(N(CC)C(C)C)(C)C.[F:32][C:33]1[CH:34]=[C:35]([C:39]2[CH:40]=[CH:41][C:42]([CH2:45][N:46]3[CH2:51][CH2:50][NH:49][CH2:48][CH2:47]3)=[N:43][CH:44]=2)[CH:36]=[CH:37][CH:38]=1. The catalyst class is: 229. (9) Reactant: C(OC([C:6]1[NH:7][C:8]([CH3:18])=[C:9]([CH2:12][CH2:13][C:14]([O:16]C)=[O:15])[C:10]=1[CH3:11])=O)C.[OH-:19].[K+].Cl.[CH2:22]([OH:25])[CH2:23]O. Product: [CH3:18][C:8]1[NH:7][CH:6]=[C:10]([CH3:11])[C:9]=1[CH2:12][CH2:13][C:14]([OH:16])=[O:15].[CH3:13][CH2:12][CH2:9][C:8]1[NH:7][CH:6]=[C:10]([CH3:11])[C:23]=1[C:22]([OH:25])=[O:19]. The catalyst class is: 6.